Dataset: Reaction yield outcomes from USPTO patents with 853,638 reactions. Task: Predict the reaction yield, written as a fraction of the theoretical maximum amount of product (1.0 means a 100% yield; for example, 0.34 means a 34% yield). (1) The reactants are [Cl:1][C:2]1[N:3]=[C:4]([C:9]([OH:11])=O)[NH:5][C:6]=1[CH2:7][CH3:8].S(Cl)(Cl)=O.[NH2:16][C:17]1[CH:22]=[CH:21][C:20]([C:23]2[S:24][C:25]([C:29]([O:31][CH2:32][CH3:33])=[O:30])=[C:26]([CH3:28])[N:27]=2)=[CH:19][CH:18]=1. The catalyst is N1C=CC=CC=1. The product is [Cl:1][C:2]1[N:3]=[C:4]([C:9]([NH:16][C:17]2[CH:18]=[CH:19][C:20]([C:23]3[S:24][C:25]([C:29]([O:31][CH2:32][CH3:33])=[O:30])=[C:26]([CH3:28])[N:27]=3)=[CH:21][CH:22]=2)=[O:11])[NH:5][C:6]=1[CH2:7][CH3:8]. The yield is 0.800. (2) The reactants are [C:1]1([C:7]([C:12]2[CH:17]=[CH:16][CH:15]=[CH:14][CH:13]=2)([CH3:11])[C:8]([OH:10])=O)[CH:6]=[CH:5][CH:4]=[CH:3][CH:2]=1.[S:18]1[CH:22]=[CH:21][CH:20]=[C:19]1[CH2:23][NH2:24].C(N(CC)CC)C.CCN=C=NCCCN(C)C.Cl. The catalyst is C(Cl)Cl.CN(C1C=CN=CC=1)C. The product is [C:12]1([C:7]([C:1]2[CH:2]=[CH:3][CH:4]=[CH:5][CH:6]=2)([CH3:11])[C:8]([NH:24][CH2:23][C:19]2[S:18][CH:22]=[CH:21][CH:20]=2)=[O:10])[CH:17]=[CH:16][CH:15]=[CH:14][CH:13]=1. The yield is 0.390. (3) The reactants are [CH3:1][C:2]1[CH:39]=[C:38]([CH3:40])[CH:37]=[CH:36][C:3]=1[O:4][CH2:5][C@H:6]([OH:35])[CH2:7][NH:8][C:9]1[CH:14]=[CH:13][NH:12][C:11](=[O:15])[C:10]=1[C:16]1[NH:27][C:26]2[C:18](=[CH:19][C:20]3[CH2:21][N:22]([CH:29]4[CH2:34][CH2:33][NH:32][CH2:31][CH2:30]4)[C:23](=[O:28])[C:24]=3[CH:25]=2)[N:17]=1.Br[CH:42]1[CH2:44][CH2:43]1.CCN(C(C)C)C(C)C. The catalyst is CC#N. The product is [CH:42]1([N:32]2[CH2:31][CH2:30][CH:29]([N:22]3[CH2:21][C:20]4[CH:19]=[C:18]5[C:26]([NH:27][C:16]([C:10]6[C:11](=[O:15])[NH:12][CH:13]=[CH:14][C:9]=6[NH:8][CH2:7][CH:6]([OH:35])[CH2:5][O:4][C:3]6[CH:36]=[CH:37][C:38]([CH3:40])=[CH:39][C:2]=6[CH3:1])=[N:17]5)=[CH:25][C:24]=4[C:23]3=[O:28])[CH2:34][CH2:33]2)[CH2:44][CH2:43]1. The yield is 0.0560. (4) The reactants are Br[C:2]1[CH:3]=[C:4]2[C:9](=[CH:10][C:11]=1[O:12][CH3:13])[N:8]=[CH:7][C:6]([C:14]([O:16][CH2:17][CH3:18])=[O:15])=[C:5]2[NH:19][C:20]1[CH:25]=[CH:24][CH:23]=[C:22]([CH2:26][O:27][Si:28]([C:31]([CH3:34])([CH3:33])[CH3:32])([CH3:30])[CH3:29])[C:21]=1[CH2:35][CH3:36].C(=O)([O-])[O-].[Cs+].[Cs+].[C:43]([O:47][C:48](=[O:53])[NH:49][CH2:50][CH2:51][NH2:52])([CH3:46])([CH3:45])[CH3:44]. The catalyst is C1(C)C=CC=CC=1. The product is [C:43]([O:47][C:48]([NH:49][CH2:50][CH2:51][NH:52][C:2]1[CH:3]=[C:4]2[C:9](=[CH:10][C:11]=1[O:12][CH3:13])[N:8]=[CH:7][C:6]([C:14]([O:16][CH2:17][CH3:18])=[O:15])=[C:5]2[NH:19][C:20]1[CH:25]=[CH:24][CH:23]=[C:22]([CH2:26][O:27][Si:28]([C:31]([CH3:34])([CH3:33])[CH3:32])([CH3:30])[CH3:29])[C:21]=1[CH2:35][CH3:36])=[O:53])([CH3:46])([CH3:45])[CH3:44]. The yield is 0.730.